From a dataset of Forward reaction prediction with 1.9M reactions from USPTO patents (1976-2016). Predict the product of the given reaction. (1) Given the reactants [ClH:1].[N:2]12[CH2:11][CH:6]3[CH2:7][CH:8]([CH2:10][CH:4]([C@@H:5]3[NH2:12])[CH2:3]1)[CH2:9]2.[S:13]1[C:17]([C:18](O)=[O:19])=[CH:16][CH:15]=[C:14]1[C:21]1[S:22][CH:23]=[CH:24][CH:25]=1.N, predict the reaction product. The product is: [ClH:1].[N:2]12[CH2:11][CH:6]3[CH2:7][CH:8]([CH2:10][CH:4]([C@@H:5]3[NH:12][C:18]([C:17]3[S:13][C:14]([C:21]4[S:22][CH:23]=[CH:24][CH:25]=4)=[CH:15][CH:16]=3)=[O:19])[CH2:3]1)[CH2:9]2. (2) Given the reactants [CH3:1][C@:2]12[C@@:19]3([CH3:20])[C@@H:10]([C@:11]4([CH3:33])[C@@H:16]([CH2:17][CH2:18]3)[C:15]([CH3:22])([CH3:21])[C:14]([C:23]3[CH:32]=[CH:31][C:26]([C:27]([O:29]C)=[O:28])=[CH:25][CH:24]=3)=[CH:13][CH2:12]4)[CH2:9][CH2:8][C@@H:7]1[C@H:6]1[C@H:34]([C:37]([CH3:39])=[CH2:38])[CH2:35][CH2:36][C@:5]1([NH:40][CH2:41][CH2:42][N:43]1[CH2:48][CH2:47][NH:46][CH2:45][CH2:44]1)[CH2:4][CH2:3]2.[C:49](O)(=[O:53])[CH:50]([CH3:52])[CH3:51], predict the reaction product. The product is: [C:49]([N:46]1[CH2:47][CH2:48][N:43]([CH2:42][CH2:41][NH:40][C@:5]23[CH2:36][CH2:35][C@@H:34]([C:37]([CH3:39])=[CH2:38])[C@@H:6]2[C@@H:7]2[C@@:2]([CH3:1])([CH2:3][CH2:4]3)[C@@:19]3([CH3:20])[C@@H:10]([C@:11]4([CH3:33])[C@@H:16]([CH2:17][CH2:18]3)[C:15]([CH3:22])([CH3:21])[C:14]([C:23]3[CH:24]=[CH:25][C:26]([C:27]([OH:29])=[O:28])=[CH:31][CH:32]=3)=[CH:13][CH2:12]4)[CH2:9][CH2:8]2)[CH2:44][CH2:45]1)(=[O:53])[CH:50]([CH3:52])[CH3:51]. (3) The product is: [Cl:1][C:2]1[N:7]=[CH:6][C:5]2[CH:8]=[CH:9][N:10]([CH2:27][O:28][CH2:29][CH2:30][Si:31]([CH3:34])([CH3:33])[CH3:32])[C:4]=2[CH:3]=1. Given the reactants [Cl:1][C:2]1[N:7]=[CH:6][C:5]2[CH:8]=[CH:9][NH:10][C:4]=2[CH:3]=1.C[Si]([N-][Si](C)(C)C)(C)C.[Na+].C1COCC1.Cl[CH2:27][O:28][CH2:29][CH2:30][Si:31]([CH3:34])([CH3:33])[CH3:32], predict the reaction product.